This data is from Full USPTO retrosynthesis dataset with 1.9M reactions from patents (1976-2016). The task is: Predict the reactants needed to synthesize the given product. (1) Given the product [CH2:23]([O:25][C:26]([C:28]1[C:29]2[CH:30]=[CH:31][N:32]([C:2]3[CH:3]=[N:4][CH:5]=[C:6]([C@@H:8]4[CH2:12][CH2:11][CH2:10][N:9]4[C@@H:13]([C:15]4[CH:20]=[CH:19][C:18]([O:21][CH3:22])=[CH:17][CH:16]=4)[CH3:14])[CH:7]=3)[C:33]=2[CH:34]=[CH:35][CH:36]=1)=[O:27])[CH3:24], predict the reactants needed to synthesize it. The reactants are: Br[C:2]1[CH:3]=[N:4][CH:5]=[C:6]([C@@H:8]2[CH2:12][CH2:11][CH2:10][N:9]2[C@@H:13]([C:15]2[CH:20]=[CH:19][C:18]([O:21][CH3:22])=[CH:17][CH:16]=2)[CH3:14])[CH:7]=1.[CH2:23]([O:25][C:26]([C:28]1[C:29]2[CH:30]=[CH:31][NH:32][C:33]=2[CH:34]=[CH:35][CH:36]=1)=[O:27])[CH3:24].C([O-])([O-])=O.[K+].[K+]. (2) Given the product [CH3:1][O:2][C:3]([C:5]1[CH:14]=[C:13]([O:15][CH2:16][C:17](=[O:19])[NH:33][C:30]2[CH:29]=[N:28][C:27]([CH2:26][C:25]([O:24][CH2:22][CH3:23])=[O:34])=[CH:32][CH:31]=2)[C:12]2[C:7](=[CH:8][C:9]([Cl:21])=[CH:10][C:11]=2[Cl:20])[CH:6]=1)=[O:4], predict the reactants needed to synthesize it. The reactants are: [CH3:1][O:2][C:3]([C:5]1[CH:14]=[C:13]([O:15][CH2:16][C:17]([OH:19])=O)[C:12]2[C:7](=[CH:8][C:9]([Cl:21])=[CH:10][C:11]=2[Cl:20])[CH:6]=1)=[O:4].[CH2:22]([O:24][C:25](=[O:34])[CH2:26][C:27]1[CH:32]=[CH:31][C:30]([NH2:33])=[CH:29][N:28]=1)[CH3:23].C(N(C(C)C)CC)(C)C.CCN=C=NCCCN(C)C.C1C=CC2N(O)N=NC=2C=1. (3) Given the product [CH3:15][S:12]([NH:1][C:2]1[CH:3]=[CH:4][C:5]([C:6]([O:8][CH3:9])=[O:7])=[CH:10][CH:11]=1)(=[O:14])=[O:13], predict the reactants needed to synthesize it. The reactants are: [NH2:1][C:2]1[CH:11]=[CH:10][C:5]([C:6]([O:8][CH3:9])=[O:7])=[CH:4][CH:3]=1.[S:12](Cl)([CH3:15])(=[O:14])=[O:13].C(N(CC)C(C)C)C. (4) The reactants are: [OH:1][C:2]1[CH:7]=[CH:6][C:5]([C:8](=[O:10])[CH3:9])=[C:4]([C:11]([F:14])([F:13])[F:12])[CH:3]=1.CCN(CC)CC.[CH3:22][S:23](Cl)(=[O:25])=[O:24]. Given the product [C:8]([C:5]1[CH:6]=[CH:7][C:2]([O:1][S:23]([CH3:22])(=[O:25])=[O:24])=[CH:3][C:4]=1[C:11]([F:12])([F:13])[F:14])(=[O:10])[CH3:9], predict the reactants needed to synthesize it. (5) Given the product [Cl:1][C:2]1[CH:7]=[CH:6][C:5]([F:8])=[CH:4][C:3]=1[N:9]1[CH2:14][CH2:13][N:12]([C:15]2[S:16][C:17]([C:20]3[N:21]=[N:22][N:23]([CH2:25][C:26]([OH:28])=[O:27])[N:24]=3)=[CH:18][N:19]=2)[CH2:11][CH2:10]1, predict the reactants needed to synthesize it. The reactants are: [Cl:1][C:2]1[CH:7]=[CH:6][C:5]([F:8])=[CH:4][C:3]=1[N:9]1[CH2:14][CH2:13][N:12]([C:15]2[S:16][C:17]([C:20]3[N:21]=[N:22][N:23]([CH2:25][C:26]([O:28]C(C)(C)C)=[O:27])[N:24]=3)=[CH:18][N:19]=2)[CH2:11][CH2:10]1.C(O)=O.